Dataset: Reaction yield outcomes from USPTO patents with 853,638 reactions. Task: Predict the reaction yield, written as a fraction of the theoretical maximum amount of product (1.0 means a 100% yield; for example, 0.34 means a 34% yield). (1) The reactants are [CH3:1][O:2][CH2:3][CH2:4][O:5][C:6]1[CH:7]=[C:8]2[C:12](=[C:13]([N+:15]([O-])=O)[CH:14]=1)[N:11]([C:18]([O:20][C:21]([CH3:24])([CH3:23])[CH3:22])=[O:19])[C:10]([C:25]([O:27][CH2:28][CH3:29])=[O:26])=[CH:9]2. The yield is 0.890. The product is [NH2:15][C:13]1[CH:14]=[C:6]([O:5][CH2:4][CH2:3][O:2][CH3:1])[CH:7]=[C:8]2[C:12]=1[N:11]([C:18]([O:20][C:21]([CH3:22])([CH3:24])[CH3:23])=[O:19])[CH:10]([C:25]([O:27][CH2:28][CH3:29])=[O:26])[CH2:9]2. The catalyst is [C].[Pd].O1CCCC1. (2) The reactants are Br[CH2:2][CH2:3][O:4][C:5]1[CH:14]=[C:13]2[C:8]([C:9]([O:15][C:16]3[C:17]([F:26])=[C:18]4[C:22](=[CH:23][CH:24]=3)[NH:21][C:20]([CH3:25])=[CH:19]4)=[N:10][CH:11]=[N:12]2)=[CH:7][C:6]=1[O:27][CH3:28].C1(P(=O)(C2C=CC=CC=2)C2C=CC=CC=2)C=CC=CC=1.[C:49]([N:52]1[CH2:57][CH2:56][NH:55][CH2:54][CH2:53]1)(=[O:51])[CH3:50]. The catalyst is CN(C)C=O. The product is [C:49]([N:52]1[CH2:57][CH2:56][N:55]([CH2:2][CH2:3][O:4][C:5]2[CH:14]=[C:13]3[C:8]([C:9]([O:15][C:16]4[C:17]([F:26])=[C:18]5[C:22](=[CH:23][CH:24]=4)[NH:21][C:20]([CH3:25])=[CH:19]5)=[N:10][CH:11]=[N:12]3)=[CH:7][C:6]=2[O:27][CH3:28])[CH2:54][CH2:53]1)(=[O:51])[CH3:50]. The yield is 0.670. (3) The reactants are C=[C:2]1[CH2:7][O:6][C:5]2([CH2:12][CH2:11][CH:10]([N:13]3[C:18](=[O:19])[C:17]([CH2:20][C:21]4[CH:26]=[CH:25][C:24]([C:27]5[C:28]([C:33]#[N:34])=[CH:29][CH:30]=[CH:31][CH:32]=5)=[CH:23][CH:22]=4)=[C:16]([CH2:35][CH2:36][CH3:37])[N:15]4[N:38]=[CH:39][N:40]=[C:14]34)[CH2:9][CH2:8]2)[O:4][CH2:3]1.I([O-])(=O)(=O)=[O:42].[Na+].CC(C)=O.C(#N)C. The catalyst is [Os](=O)(=O)(=O)=O.O.C(OCC)(=O)C. The product is [OH:42][CH:2]1[CH2:3][O:4][C:5]2([CH2:8][CH2:9][CH:10]([N:13]3[C:18](=[O:19])[C:17]([CH2:20][C:21]4[CH:22]=[CH:23][C:24]([C:27]5[C:28]([C:33]#[N:34])=[CH:29][CH:30]=[CH:31][CH:32]=5)=[CH:25][CH:26]=4)=[C:16]([CH2:35][CH2:36][CH3:37])[N:15]4[N:38]=[CH:39][N:40]=[C:14]34)[CH2:11][CH2:12]2)[O:6][CH2:7]1. The yield is 0.730. (4) The reactants are [C:1]([S:4][CH2:5][CH:6]([C:10]([F:13])([F:12])[F:11])[C:7]([OH:9])=[O:8])(=O)C.[OH-].[K+].CI. The catalyst is CO. The product is [F:11][C:10]([F:12])([F:13])[CH:6]([CH2:5][S:4][CH3:1])[C:7]([OH:9])=[O:8]. The yield is 0.726. (5) The reactants are [OH-].[Na+].[SH:3][C:4]1[CH:13]=[CH:12][C:7]([C:8]([O:10][CH3:11])=[O:9])=[CH:6][CH:5]=1.[Cl:14][C:15]1[N:20]=[C:19](Cl)[CH:18]=[CH:17][N:16]=1. The catalyst is CO.O. The product is [Cl:14][C:15]1[N:20]=[C:19]([S:3][C:4]2[CH:5]=[CH:6][C:7]([C:8]([O:10][CH3:11])=[O:9])=[CH:12][CH:13]=2)[CH:18]=[CH:17][N:16]=1. The yield is 0.970. (6) The reactants are N(CC(O)=O)C.[CH:7]1([S:10]([NH2:13])(=[O:12])=[O:11])[CH2:9][CH2:8]1.[OH:14][C:15]1[C@H:24]2[C@H:19]([C@H:20]3[CH2:25][C@@H:23]2[CH2:22][CH2:21]3)[N:18]([CH2:26][CH2:27][CH:28]([CH3:30])[CH3:29])[C:17](=[O:31])[C:16]=1[C:32]1[NH:37][C:36]2[CH:38]=[CH:39][C:40](I)=[CH:41][C:35]=2[S:34](=[O:44])(=[O:43])[N:33]=1.P([O-])([O-])([O-])=O.[K+].[K+].[K+]. The catalyst is [Cu]I. The product is [OH:14][C:15]1[C@H:24]2[C@H:19]([C@H:20]3[CH2:25][C@@H:23]2[CH2:22][CH2:21]3)[N:18]([CH2:26][CH2:27][CH:28]([CH3:30])[CH3:29])[C:17](=[O:31])[C:16]=1[C:32]1[NH:37][C:36]2[CH:38]=[CH:39][C:40]([NH:13][S:10]([CH:7]3[CH2:9][CH2:8]3)(=[O:12])=[O:11])=[CH:41][C:35]=2[S:34](=[O:44])(=[O:43])[N:33]=1. The yield is 0.220. (7) The reactants are CS(O)(=O)=O.[CH3:6][O:7][C:8]1[CH:14]=[C:13]([N:15]2[CH2:20][CH2:19][N:18]([CH3:21])[CH2:17][CH2:16]2)[C:12]([N+:22]([O-:24])=[O:23])=[CH:11][C:9]=1[NH2:10].[N:25]#[C:26][NH2:27].[OH-].[Na+]. The catalyst is C(O)CCC.O.CC1CCCO1.C(OCC)C. The product is [CH3:6][O:7][C:8]1[CH:14]=[C:13]([N:15]2[CH2:20][CH2:19][N:18]([CH3:21])[CH2:17][CH2:16]2)[C:12]([N+:22]([O-:24])=[O:23])=[CH:11][C:9]=1[NH:10][C:26]([NH2:27])=[NH:25]. The yield is 0.890.